Dataset: Reaction yield outcomes from USPTO patents with 853,638 reactions. Task: Predict the reaction yield, written as a fraction of the theoretical maximum amount of product (1.0 means a 100% yield; for example, 0.34 means a 34% yield). (1) The reactants are [Cl:1][C:2]1[CH:11]=[CH:10][CH:9]=[C:8]2[C:3]=1[C:4](=[O:22])[N:5]([C:14]1[CH:19]=[CH:18][CH:17]=[CH:16][C:15]=1OC)[C:6]([CH2:12]Cl)=[N:7]2.O.[SH:24][C:25]1[N:33]=[CH:32][N:31]=[C:30]2[C:26]=1[NH:27][CH:28]=[N:29]2.C([O-])([O-])=O.[K+].[K+]. The catalyst is CN(C=O)C. The product is [C:15]1([C:2]2[CH:11]=[CH:10][CH:9]=[CH:8][CH:3]=2)[CH:16]=[CH:17][CH:18]=[CH:19][C:14]=1[N:5]1[C:4](=[O:22])[C:3]2[C:8](=[CH:9][CH:10]=[CH:11][C:2]=2[Cl:1])[N:7]=[C:6]1[CH2:12][S:24][C:25]1[N:33]=[CH:32][N:31]=[C:30]2[C:26]=1[N:27]=[CH:28][NH:29]2. The yield is 0.840. (2) The reactants are [Cl:1][C:2]1[CH:3]=[C:4]2[C:9](=[CH:10][C:11]=1[O:12][C:13]1[CH:18]=[CH:17][C:16]([C:19](=[O:31])[NH:20][CH2:21][CH:22]([C:24]3[CH:29]=[CH:28][C:27]([Cl:30])=[CH:26][CH:25]=3)[OH:23])=[CH:15][CH:14]=1)[O:8][CH2:7][CH2:6][CH:5]2[C:32]([O:34]CC)=[O:33].[OH-].[Na+]. The catalyst is C1COCC1.C(O)C. The product is [Cl:1][C:2]1[CH:3]=[C:4]2[C:9](=[CH:10][C:11]=1[O:12][C:13]1[CH:18]=[CH:17][C:16]([C:19](=[O:31])[NH:20][CH2:21][CH:22]([C:24]3[CH:25]=[CH:26][C:27]([Cl:30])=[CH:28][CH:29]=3)[OH:23])=[CH:15][CH:14]=1)[O:8][CH2:7][CH2:6][CH:5]2[C:32]([OH:34])=[O:33]. The yield is 0.870. (3) The reactants are Cl[C:2]1[N:7]=[CH:6][N:5]=[C:4]([NH2:8])[C:3]=1[C:9]1[CH:13]=[CH:12][N:11]([CH3:14])[N:10]=1.[NH2:15][C@H:16]([C:19]1[N:28]([CH:29]2[CH2:31][CH2:30]2)[C:27](=[O:32])[C:26]2[C:21](=[CH:22][CH:23]=[CH:24][C:25]=2[Cl:33])[N:20]=1)[CH2:17][CH3:18].CCN(C(C)C)C(C)C.C(Cl)Cl.CO. The catalyst is CCCCO. The product is [NH2:8][C:4]1[N:5]=[CH:6][N:7]=[C:2]([NH:15][C@H:16]([C:19]2[N:28]([CH:29]3[CH2:30][CH2:31]3)[C:27](=[O:32])[C:26]3[C:21](=[CH:22][CH:23]=[CH:24][C:25]=3[Cl:33])[N:20]=2)[CH2:17][CH3:18])[C:3]=1[C:9]1[CH:13]=[CH:12][N:11]([CH3:14])[N:10]=1. The yield is 0.372. (4) The reactants are [F:1][C:2]1[CH:7]=[CH:6][C:5]([CH2:8][CH:9]([CH:16]([C:21]([O:23][CH3:24])=[O:22])[C:17]([O:19][CH3:20])=[O:18])[C:10]2[CH:15]=[CH:14][CH:13]=[CH:12][CH:11]=2)=[C:4]([N+:25]([O-])=O)[CH:3]=1.[Cl-].[NH4+]. The catalyst is CO.[Zn]. The product is [NH2:25][C:4]1[CH:3]=[C:2]([F:1])[CH:7]=[CH:6][C:5]=1[CH2:8][CH:9]([CH:16]([C:21]([O:23][CH3:24])=[O:22])[C:17]([O:19][CH3:20])=[O:18])[C:10]1[CH:15]=[CH:14][CH:13]=[CH:12][CH:11]=1. The yield is 0.900. (5) The reactants are Br[C:2]1[C:12]2[O:11][CH2:10][CH2:9][N:8]([C:13]([O:15][C:16]([CH3:19])([CH3:18])[CH3:17])=[O:14])[CH2:7][C:6]=2[CH:5]=[CH:4][CH:3]=1.[F:20][C:21]([F:33])([F:32])[O:22][C:23]1[CH:28]=[CH:27][CH:26]=[CH:25][C:24]=1B(O)O.O. The catalyst is C(O)C.C(=O)([O-])[O-].[Na+].[Na+].C1(C)C=CC=CC=1.C1C=CC([P]([Pd]([P](C2C=CC=CC=2)(C2C=CC=CC=2)C2C=CC=CC=2)([P](C2C=CC=CC=2)(C2C=CC=CC=2)C2C=CC=CC=2)[P](C2C=CC=CC=2)(C2C=CC=CC=2)C2C=CC=CC=2)(C2C=CC=CC=2)C2C=CC=CC=2)=CC=1. The product is [F:20][C:21]([F:32])([F:33])[O:22][C:23]1[CH:28]=[CH:27][CH:26]=[CH:25][C:24]=1[C:2]1[C:12]2[O:11][CH2:10][CH2:9][N:8]([C:13]([O:15][C:16]([CH3:19])([CH3:18])[CH3:17])=[O:14])[CH2:7][C:6]=2[CH:5]=[CH:4][CH:3]=1. The yield is 0.766. (6) The reactants are CN(C)C(N(C)C)=N.[CH3:9][O:10][C:11](=[O:40])[CH:12](P(OC)(OC)=O)[NH:13][C:14](=[O:33])[C:15]1[CH:20]=[CH:19][C:18]([C:21]([NH:23][CH2:24][C:25]2[CH:30]=[CH:29][CH:28]=[C:27]([OH:31])[CH:26]=2)=[O:22])=[CH:17][C:16]=1[Cl:32].[CH2:41]([C:43]1[S:44][C:45]([CH:49]=O)=[C:46]([CH3:48])[N:47]=1)[CH3:42]. The catalyst is ClCCl. The product is [CH3:9][O:10][C:11](=[O:40])/[C:12](/[NH:13][C:14](=[O:33])[C:15]1[CH:20]=[CH:19][C:18]([C:21]([NH:23][CH2:24][C:25]2[CH:30]=[CH:29][CH:28]=[C:27]([OH:31])[CH:26]=2)=[O:22])=[CH:17][C:16]=1[Cl:32])=[CH:49]/[C:45]1[S:44][C:43]([CH2:41][CH3:42])=[N:47][C:46]=1[CH3:48]. The yield is 0.350.